From a dataset of Forward reaction prediction with 1.9M reactions from USPTO patents (1976-2016). Predict the product of the given reaction. (1) Given the reactants N[C:2]1[S:3]C(CC2C=CC=CC=2Cl)=CC=1C#N.[Cl:17][C:18]1[CH:40]=[CH:39][CH:38]=[CH:37][C:19]=1[CH2:20][C:21]1[S:36][C:24]2[N:25]=[C:26]([C:30]3[N:35]=[CH:34][CH:33]=CN=3)[N:27]=[C:28]([NH2:29])[C:23]=2[CH:22]=1.CC1SC=C(C#N)N=1.CC1OC(C#N)=CC=1, predict the reaction product. The product is: [Cl:17][C:18]1[CH:40]=[CH:39][CH:38]=[CH:37][C:19]=1[CH2:20][C:21]1[S:36][C:24]2[N:25]=[C:26]([C:30]3[S:3][CH:2]=[C:34]([CH3:33])[N:35]=3)[N:27]=[C:28]([NH2:29])[C:23]=2[CH:22]=1. (2) Given the reactants [NH2:1][C:2]1[NH:6][N:5]=[CH:4][C:3]=1[C:7]#[N:8].[O:9]1[C:13]2[CH:14]=[CH:15][C:16]([C:18](=O)[CH2:19][C:20](OCC)=[O:21])=[CH:17][C:12]=2[CH:11]=[N:10]1.CC1C=CC(S(O)(=O)=O)=CC=1.CO, predict the reaction product. The product is: [C:11]([C:12]1[CH:17]=[C:16]([C:18]2[NH:1][C:2]3[N:6]([N:5]=[CH:4][C:3]=3[C:7]#[N:8])[C:20](=[O:21])[CH:19]=2)[CH:15]=[CH:14][C:13]=1[OH:9])#[N:10]. (3) The product is: [CH2:2]([C:9]1[O:10][C:11]2[CH:42]=[CH:41][CH:40]=[CH:39][C:12]=2[C:13]=1[C:14]1[CH:15]=[CH:16][C:17]([C:18]2[CH:23]=[CH:22][C:21]([C:24](=[O:36])[CH2:25][CH2:26][C:27]([OH:35])=[O:28])=[CH:20][CH:19]=2)=[CH:37][CH:38]=1)[C:3]1[CH:4]=[CH:5][CH:6]=[CH:7][CH:8]=1. Given the reactants Cl.[CH2:2]([C:9]1[O:10][C:11]2[CH:42]=[CH:41][CH:40]=[CH:39][C:12]=2[C:13]=1[C:14]1[CH:38]=[CH:37][C:17]([C:18]2[CH:23]=[CH:22][C:21]([C:24](=[O:36])[CH2:25][CH:26]3C(=O)OC(C)(C)[O:28][C:27]3=[O:35])=[CH:20][CH:19]=2)=[CH:16][CH:15]=1)[C:3]1[CH:8]=[CH:7][CH:6]=[CH:5][CH:4]=1, predict the reaction product.